Dataset: Forward reaction prediction with 1.9M reactions from USPTO patents (1976-2016). Task: Predict the product of the given reaction. (1) Given the reactants [CH3:1][C:2]1[CH:3]=[C:4]2[C:8](=[CH:9][CH:10]=1)[NH:7][CH2:6][CH2:5]2.O=[CH:12][C:13]1[CH:21]=[CH:20][C:17]([O:18][CH3:19])=[C:15]([OH:16])[CH:14]=1.C(O[BH-](OC(=O)C)OC(=O)C)(=O)C.[Na+], predict the reaction product. The product is: [CH3:19][O:18][C:17]1[CH:20]=[CH:21][C:13]([CH2:12][N:7]2[C:8]3[C:4](=[CH:3][C:2]([CH3:1])=[CH:10][CH:9]=3)[CH2:5][CH2:6]2)=[CH:14][C:15]=1[OH:16]. (2) Given the reactants [CH:1]1[CH:2]=[CH:3][N:4]2[CH2:10][C:9]3[CH:11]=[CH:12][CH:13]=[CH:14][C:8]=3[N:7]([C:15]([C:17]3[CH:22]=[CH:21][C:20]([C:23]4[CH2:28][CH2:27][CH2:26][CH:25]([OH:29])[C:24]=4[CH3:30])=[C:19]([CH3:31])[CH:18]=3)=[O:16])[CH2:6][C:5]=12.C(O)C, predict the reaction product. The product is: [CH:1]1[CH:2]=[CH:3][N:4]2[CH2:10][C:9]3[CH:11]=[CH:12][CH:13]=[CH:14][C:8]=3[N:7]([C:15]([C:17]3[CH:22]=[CH:21][C:20]([C:23]4[CH2:28][CH2:27][CH2:26][C@H:25]([OH:29])[C:24]=4[CH3:30])=[C:19]([CH3:31])[CH:18]=3)=[O:16])[CH2:6][C:5]=12. (3) Given the reactants [OH-:1].[K+].[NH2:3][C:4]1[N:9]=[C:8]([NH:10][C@@H:11]([CH2:15][CH2:16][CH3:17])[CH2:12][CH2:13][OH:14])[C:7]([CH2:18][C:19]2[CH:20]=[C:21]([CH2:26][C:27]#N)[CH:22]=[CH:23][C:24]=2[F:25])=[C:6]([CH3:29])[N:5]=1.Cl.[CH2:31]([OH:35])CCC, predict the reaction product. The product is: [NH2:3][C:4]1[N:9]=[C:8]([NH:10][C@@H:11]([CH2:15][CH2:16][CH3:17])[CH2:12][CH2:13][OH:14])[C:7]([CH2:18][C:19]2[CH:20]=[C:21]([CH2:26][C:27]([O:35][CH3:31])=[O:1])[CH:22]=[CH:23][C:24]=2[F:25])=[C:6]([CH3:29])[N:5]=1. (4) Given the reactants [C:1]1(=[O:7])[O:6][C:4](=[O:5])[CH2:3][CH2:2]1.ClC(Cl)C(Cl)Cl.[Al+3].[Cl-].[Cl-].[Cl-].[CH3:18][C:19]1[CH:24]=[CH:23][CH:22]=[CH:21][C:20]=1[O:25][CH3:26].Cl, predict the reaction product. The product is: [CH3:26][O:25][C:20]1[CH:21]=[CH:22][C:23]([C:4](=[O:5])[CH2:3][CH2:2][C:1]([OH:6])=[O:7])=[CH:24][C:19]=1[CH3:18]. (5) Given the reactants [Cl:1][C:2]1[CH:3]=[C:4]([C:8]2[N:9]=[C:10]([N:16]3[C:20]4[CH:21]=[C:22]([OH:25])[CH:23]=[CH:24][C:19]=4[N:18]=[CH:17]3)[S:11][C:12]=2[C:13]([NH2:15])=[O:14])[CH:5]=[CH:6][CH:7]=1.Br[CH2:27][CH2:28][N:29]1[CH2:34][CH2:33][O:32][CH2:31][CH2:30]1.C(=O)([O-])[O-].[Cs+].[Cs+], predict the reaction product. The product is: [Cl:1][C:2]1[CH:3]=[C:4]([C:8]2[N:9]=[C:10]([N:16]3[C:20]4[CH:21]=[C:22]([O:25][CH2:27][CH2:28][N:29]5[CH2:34][CH2:33][O:32][CH2:31][CH2:30]5)[CH:23]=[CH:24][C:19]=4[N:18]=[CH:17]3)[S:11][C:12]=2[C:13]([NH2:15])=[O:14])[CH:5]=[CH:6][CH:7]=1. (6) Given the reactants Cl[C:2]1[N:21]=[C:5]2[C:6]([O:10][C:11]3[CH:16]=[CH:15][C:14]([S:17]([CH3:20])(=[O:19])=[O:18])=[CH:13][CH:12]=3)=[CH:7][CH:8]=[CH:9][N:4]2[N:3]=1.[CH2:22]([N:24]1[CH:28]=[C:27]([NH2:29])[CH:26]=[N:25]1)[CH3:23], predict the reaction product. The product is: [CH2:22]([N:24]1[CH:28]=[C:27]([NH:29][C:2]2[N:21]=[C:5]3[C:6]([O:10][C:11]4[CH:16]=[CH:15][C:14]([S:17]([CH3:20])(=[O:19])=[O:18])=[CH:13][CH:12]=4)=[CH:7][CH:8]=[CH:9][N:4]3[N:3]=2)[CH:26]=[N:25]1)[CH3:23].